This data is from Forward reaction prediction with 1.9M reactions from USPTO patents (1976-2016). The task is: Predict the product of the given reaction. (1) Given the reactants Cl[C:2]1[C:3]2[N:10]([CH2:11][CH2:12][O:13][CH3:14])[CH:9]=[CH:8][C:4]=2[N:5]=[CH:6][N:7]=1.[NH2:15][C:16]1[CH:21]=[CH:20][C:19]([OH:22])=[CH:18][C:17]=1[Cl:23].C(=O)([O-])[O-].[K+].[K+].CN1CCCC1=O, predict the reaction product. The product is: [Cl:23][C:17]1[CH:18]=[C:19]([O:22][C:2]2[C:3]3[N:10]([CH2:11][CH2:12][O:13][CH3:14])[CH:9]=[CH:8][C:4]=3[N:5]=[CH:6][N:7]=2)[CH:20]=[CH:21][C:16]=1[NH2:15]. (2) Given the reactants [C@H:1]12[CH2:8][CH2:7][CH2:6][C@H:5]1[CH2:4][NH:3][C@@H:2]2[CH2:9][NH:10][C:11]([C:13]1[N:20]2[C:16]([S:17][CH:18]=[CH:19]2)=[N:15][C:14]=1[CH3:21])=[O:12].[CH3:22][O:23][C:24]1[CH:29]=[CH:28][C:27]([C:30]2[S:34][C:33]([CH3:35])=[N:32][C:31]=2[C:36](O)=[O:37])=[CH:26][CH:25]=1, predict the reaction product. The product is: [CH3:22][O:23][C:24]1[CH:25]=[CH:26][C:27]([C:30]2[S:34][C:33]([CH3:35])=[N:32][C:31]=2[C:36]([N:3]2[CH2:4][C@H:5]3[C@H:1]([CH2:8][CH2:7][CH2:6]3)[C@H:2]2[CH2:9][NH:10][C:11]([C:13]2[N:20]3[C:16]([S:17][CH:18]=[CH:19]3)=[N:15][C:14]=2[CH3:21])=[O:12])=[O:37])=[CH:28][CH:29]=1.